Dataset: Forward reaction prediction with 1.9M reactions from USPTO patents (1976-2016). Task: Predict the product of the given reaction. The product is: [CH2:1]([O:8][CH2:9][CH:10]([OH:11])[CH2:14][OH:13])[C:2]1[CH:7]=[CH:6][CH:5]=[CH:4][CH:3]=1. Given the reactants [CH2:1]([O:8][CH2:9][CH:10]1[CH2:14][O:13]C(C)(C)[O:11]1)[C:2]1[CH:7]=[CH:6][CH:5]=[CH:4][CH:3]=1.P(=O)(O)(O)O.[OH-].[Na+], predict the reaction product.